The task is: Regression. Given two drug SMILES strings and cell line genomic features, predict the synergy score measuring deviation from expected non-interaction effect.. This data is from NCI-60 drug combinations with 297,098 pairs across 59 cell lines. (1) Drug 1: COC1=C2C(=CC3=C1OC=C3)C=CC(=O)O2. Drug 2: CC1C(C(CC(O1)OC2CC(CC3=C2C(=C4C(=C3O)C(=O)C5=C(C4=O)C(=CC=C5)OC)O)(C(=O)CO)O)N)O.Cl. Cell line: SK-MEL-5. Synergy scores: CSS=59.4, Synergy_ZIP=-0.263, Synergy_Bliss=1.25, Synergy_Loewe=-14.1, Synergy_HSA=1.90. (2) Drug 1: C1=NC2=C(N1)C(=S)N=C(N2)N. Drug 2: C1CN(CCN1C(=O)CCBr)C(=O)CCBr. Cell line: CCRF-CEM. Synergy scores: CSS=60.9, Synergy_ZIP=-1.90, Synergy_Bliss=-2.88, Synergy_Loewe=-5.18, Synergy_HSA=0.945.